From a dataset of Full USPTO retrosynthesis dataset with 1.9M reactions from patents (1976-2016). Predict the reactants needed to synthesize the given product. (1) Given the product [Cl:22][C:15]1[C:16]([F:21])=[CH:17][CH:18]=[C:19]([Cl:20])[C:14]=1[CH:12]([O:11][N:10]1[C:4]2[C:5](=[N:6][CH:7]=[C:2]([C:31]3[CH:32]=[C:27]([CH:28]=[CH:29][CH:30]=3)[C:25]([N:24]([CH3:36])[CH3:23])=[O:26])[CH:3]=2)[CH:8]=[CH:9]1)[CH3:13], predict the reactants needed to synthesize it. The reactants are: Br[C:2]1[CH:3]=[C:4]2[N:10]([O:11][CH:12]([C:14]3[C:19]([Cl:20])=[CH:18][CH:17]=[C:16]([F:21])[C:15]=3[Cl:22])[CH3:13])[CH:9]=[CH:8][C:5]2=[N:6][CH:7]=1.[CH3:23][N:24]([CH3:36])[C:25]([C:27]1[CH:28]=[C:29](B(O)O)[CH:30]=[CH:31][CH:32]=1)=[O:26]. (2) The reactants are: C(OC([C:6]1[O:14][C:9]2=[CH:10][N:11]=[CH:12][CH:13]=[C:8]2[C:7]=1[OH:15])=O)C. Given the product [O:14]1[C:9]2=[CH:10][N:11]=[CH:12][CH:13]=[C:8]2[C:7](=[O:15])[CH2:6]1, predict the reactants needed to synthesize it. (3) Given the product [C:1]([C:5]1[CH:6]=[CH:7][C:8]([CH:11]([CH2:32][C:31]2[CH:34]=[CH:35][C:28]([C:24]([CH3:27])([CH3:26])[CH3:25])=[CH:29][CH:30]=2)[C:12]#[N:13])=[CH:9][CH:10]=1)([CH3:4])([CH3:2])[CH3:3], predict the reactants needed to synthesize it. The reactants are: [C:1]([C:5]1[CH:10]=[CH:9][C:8]([CH2:11][C:12]#[N:13])=[CH:7][CH:6]=1)([CH3:4])([CH3:3])[CH3:2].C[Si]([N-][Si](C)(C)C)(C)C.[Li+].[C:24]([C:28]1[CH:35]=[CH:34][C:31]([CH2:32]Br)=[CH:30][CH:29]=1)([CH3:27])([CH3:26])[CH3:25]. (4) Given the product [ClH:20].[CH2:25]([N:29]1[CH2:23][CH2:22][N:17]([C:12]2[CH:13]=[CH:14][CH:15]=[CH:16][C:11]=2[CH:8]2[CH2:7][CH2:6][CH:5]([C:1]([CH3:2])([CH3:3])[CH3:4])[CH2:10][CH2:9]2)[C:18](=[O:21])[CH2:19]1)[CH2:26][CH2:27][CH3:28], predict the reactants needed to synthesize it. The reactants are: [C:1]([CH:5]1[CH2:10][CH2:9][CH:8]([C:11]2[CH:16]=[CH:15][CH:14]=[CH:13][C:12]=2[N:17]([CH2:22][CH:23]=O)[C:18](=[O:21])[CH2:19][Cl:20])[CH2:7][CH2:6]1)([CH3:4])([CH3:3])[CH3:2].[CH2:25]([NH2:29])[CH2:26][CH2:27][CH3:28].C(O[BH-](OC(=O)C)OC(=O)C)(=O)C.[Na+].